Task: Regression. Given two drug SMILES strings and cell line genomic features, predict the synergy score measuring deviation from expected non-interaction effect.. Dataset: NCI-60 drug combinations with 297,098 pairs across 59 cell lines (1) Drug 1: CC1C(C(CC(O1)OC2CC(CC3=C2C(=C4C(=C3O)C(=O)C5=C(C4=O)C(=CC=C5)OC)O)(C(=O)C)O)N)O.Cl. Drug 2: C1CCC(C(C1)N)N.C(=O)(C(=O)[O-])[O-].[Pt+4]. Cell line: SNB-19. Synergy scores: CSS=14.1, Synergy_ZIP=-10.3, Synergy_Bliss=-7.98, Synergy_Loewe=-8.31, Synergy_HSA=-6.19. (2) Cell line: UACC-257. Drug 1: CC=C1C(=O)NC(C(=O)OC2CC(=O)NC(C(=O)NC(CSSCCC=C2)C(=O)N1)C(C)C)C(C)C. Synergy scores: CSS=66.4, Synergy_ZIP=-2.80, Synergy_Bliss=-2.79, Synergy_Loewe=-11.3, Synergy_HSA=1.50. Drug 2: N.N.Cl[Pt+2]Cl.